This data is from Catalyst prediction with 721,799 reactions and 888 catalyst types from USPTO. The task is: Predict which catalyst facilitates the given reaction. (1) Reactant: [CH2:1]([O:3][CH2:4][C:5]([O:7][CH2:8][CH3:9])=[O:6])[CH3:2].[C:10]1([CH3:18])[CH:15]=[CH:14][C:13]([CH:16]=O)=[CH:12][CH:11]=1.CC(C)([O-])C.[K+]. Product: [CH2:8]([O:7][C:5](=[O:6])[C:4]([O:3][CH2:1][CH3:2])=[CH:18][C:10]1[CH:15]=[CH:14][C:13]([CH3:16])=[CH:12][CH:11]=1)[CH3:9]. The catalyst class is: 7. (2) Reactant: [N+:1]([O-:4])(O)=[O:2].[O:5]=[C:6]1[N:10]2[C:11]3[CH:12]=[CH:13][CH:14]=[CH:15][C:16]=3[CH2:17][C@H:9]2[C@H:8]([CH2:18][NH:19][C:20](=[O:22])[CH3:21])[O:7]1. Product: [N+:1]([C:14]1[CH:13]=[CH:12][C:11]2[N:10]3[C:6](=[O:5])[O:7][C@@H:8]([CH2:18][NH:19][C:20](=[O:22])[CH3:21])[C@@H:9]3[CH2:17][C:16]=2[CH:15]=1)([O-:4])=[O:2]. The catalyst class is: 52.